From a dataset of Forward reaction prediction with 1.9M reactions from USPTO patents (1976-2016). Predict the product of the given reaction. (1) Given the reactants [C:1]([C:5]1[O:9][N:8]=[C:7]([NH:10][C:11]([NH:13][C:14]2[CH:19]=[CH:18][CH:17]=[C:16]([OH:20])[CH:15]=2)=[O:12])[CH:6]=1)([CH3:4])([CH3:3])[CH3:2].Cl[C:22]1[C:31]2[C:26](=[CH:27][C:28]([F:33])=[C:29]([F:32])[CH:30]=2)[N:25]=[CH:24][N:23]=1, predict the reaction product. The product is: [C:1]([C:5]1[O:9][N:8]=[C:7]([NH:10][C:11]([NH:13][C:14]2[CH:19]=[CH:18][CH:17]=[C:16]([O:20][C:22]3[C:31]4[C:26](=[CH:27][C:28]([F:33])=[C:29]([F:32])[CH:30]=4)[N:25]=[CH:24][N:23]=3)[CH:15]=2)=[O:12])[CH:6]=1)([CH3:4])([CH3:2])[CH3:3]. (2) Given the reactants [OH:1][CH:2]1[CH2:20][CH:19]2[N:4]([C:5](=[O:39])[CH:6]([NH:31][C:32]([O:34][C:35]([CH3:38])([CH3:37])[CH3:36])=[O:33])[CH2:7][O:8][CH2:9][CH2:10][CH2:11][CH:12]=[CH:13][CH:14]3[C:16]([C:22]([NH:24][S:25]([CH:28]4[CH2:30][CH2:29]4)(=[O:27])=[O:26])=[O:23])([NH:17][C:18]2=[O:21])[CH2:15]3)[CH2:3]1.[O:40]([C:47]1[CH:52]=[CH:51][CH:50]=[CH:49][C:48]=1[N:53]=[C:54]=[O:55])[C:41]1[CH:46]=[CH:45][CH:44]=[CH:43][CH:42]=1, predict the reaction product. The product is: [O:40]([C:47]1[CH:52]=[CH:51][CH:50]=[CH:49][C:48]=1[NH:53][C:54]([O:1][CH:2]1[CH2:20][CH:19]2[N:4]([C:5](=[O:39])[CH:6]([NH:31][C:32]([O:34][C:35]([CH3:36])([CH3:38])[CH3:37])=[O:33])[CH2:7][O:8][CH2:9][CH2:10][CH2:11][CH:12]=[CH:13][CH:14]3[C:16]([C:22]([NH:24][S:25]([CH:28]4[CH2:29][CH2:30]4)(=[O:26])=[O:27])=[O:23])([NH:17][C:18]2=[O:21])[CH2:15]3)[CH2:3]1)=[O:55])[C:41]1[CH:42]=[CH:43][CH:44]=[CH:45][CH:46]=1. (3) Given the reactants [N:1]1([CH2:6][CH2:7][CH2:8][O:9][C:10]2[CH:15]=[CH:14][C:13]([C:16]3([C:22]#[N:23])[CH2:21][CH2:20][NH:19][CH2:18][CH2:17]3)=[CH:12][CH:11]=2)[CH2:5][CH2:4][CH2:3][CH2:2]1.Br[CH2:25][CH2:26][O:27][CH3:28].C(=O)(O)[O-].[Na+].[I-].[K+], predict the reaction product. The product is: [CH3:28][O:27][CH2:26][CH2:25][N:19]1[CH2:18][CH2:17][C:16]([C:13]2[CH:14]=[CH:15][C:10]([O:9][CH2:8][CH2:7][CH2:6][N:1]3[CH2:5][CH2:4][CH2:3][CH2:2]3)=[CH:11][CH:12]=2)([C:22]#[N:23])[CH2:21][CH2:20]1. (4) Given the reactants C1(P([N:15]=[N+:16]=[N-:17])(C2C=CC=CC=2)=O)C=CC=CC=1.N12CCCN=C1CCCCC2.[Cl:29][C:30]1[CH:39]=[C:38]2[C:33]([CH:34]=[CH:35][CH:36]=[C:37]2[CH2:40]O)=[CH:32][CH:31]=1, predict the reaction product. The product is: [N:15]([CH2:40][C:37]1[C:38]2[C:33](=[CH:32][CH:31]=[C:30]([Cl:29])[CH:39]=2)[CH:34]=[CH:35][CH:36]=1)=[N+:16]=[N-:17]. (5) Given the reactants [Cl:1][C:2]1[CH:7]=[CH:6][CH:5]=[C:4]([Cl:8])[C:3]=1[CH:9]1[CH2:14][CH2:13][N:12]([CH2:15][C:16]2[NH:17][C:18]3[C:23]([CH:24]=2)=[CH:22][CH:21]=[CH:20][CH:19]=3)[CH2:11][CH2:10]1.C1COCC1.[OH-].[Na+].[CH2:32](Br)[C:33]1[CH:38]=[CH:37][CH:36]=[CH:35][CH:34]=1, predict the reaction product. The product is: [ClH:1].[CH2:32]([N:17]1[C:18]2[C:23](=[CH:22][CH:21]=[CH:20][CH:19]=2)[CH:24]=[C:16]1[CH2:15][N:12]1[CH2:11][CH2:10][CH:9]([C:3]2[C:2]([Cl:1])=[CH:7][CH:6]=[CH:5][C:4]=2[Cl:8])[CH2:14][CH2:13]1)[C:33]1[CH:38]=[CH:37][CH:36]=[CH:35][CH:34]=1. (6) Given the reactants [Br:1][C:2]1[CH:3]=[C:4]([C:8]([O:10][CH2:11][CH3:12])=[O:9])[S:5][C:6]=1Br.[F:13][C:14]1[CH:15]=[C:16]([C:29]#[N:30])[CH:17]=[C:18](B2OC(C)(C)C(C)(C)O2)[CH:19]=1.C(=O)([O-])[O-].[Cs+].[Cs+].C1(P(C2CCCCC2)C2C=CC=CC=2C2C(C(C)C)=CC(C(C)C)=CC=2C(C)C)CCCCC1, predict the reaction product. The product is: [Br:1][C:2]1[CH:3]=[C:4]([C:8]([O:10][CH2:11][CH3:12])=[O:9])[S:5][C:6]=1[C:18]1[CH:19]=[C:14]([F:13])[CH:15]=[C:16]([C:29]#[N:30])[CH:17]=1. (7) Given the reactants [C:1]([O:9][C@H:10]1[C@@H:21]([OH:22])[C@H:20]([O:23][C:24](=[O:31])[C:25]2[CH:30]=[CH:29][CH:28]=[CH:27][CH:26]=2)[C@@H:19]([CH2:32][OH:33])[O:18][C@@H:11]1[O:12][CH2:13][CH2:14][N:15]=[N+:16]=[N-:17])(=[O:8])[C:2]1[CH:7]=[CH:6][CH:5]=[CH:4][CH:3]=1.[C@H]1(O[C@H]2[C@H](O)[C@@H](CO[C@H]3O[C@H](CO)[C@@H](O)[C@H](O)[C@@H]3O)O[C@H](OCCN)[C@H]2O)O[C@H](CO)[C@@H](O)[C@H](O)[C@@H]1O.[C:71](Cl)([C:84]1[CH:89]=[CH:88][CH:87]=[CH:86][CH:85]=1)([C:78]1[CH:83]=[CH:82][CH:81]=[CH:80][CH:79]=1)[C:72]1[CH:77]=[CH:76][CH:75]=[CH:74][CH:73]=1, predict the reaction product. The product is: [C:1]([O:9][C@H:10]1[C@@H:21]([OH:22])[C@H:20]([O:23][C:24](=[O:31])[C:25]2[CH:30]=[CH:29][CH:28]=[CH:27][CH:26]=2)[C@@H:19]([CH2:32][O:33][C:71]([C:72]2[CH:77]=[CH:76][CH:75]=[CH:74][CH:73]=2)([C:84]2[CH:85]=[CH:86][CH:87]=[CH:88][CH:89]=2)[C:78]2[CH:79]=[CH:80][CH:81]=[CH:82][CH:83]=2)[O:18][C@H:11]1[O:12][CH2:13][CH2:14][N:15]=[N+:16]=[N-:17])(=[O:8])[C:2]1[CH:7]=[CH:6][CH:5]=[CH:4][CH:3]=1. (8) The product is: [C:25]1([CH:18]([C:19]2[CH:24]=[CH:23][CH:22]=[CH:21][CH:20]=2)[CH2:17][NH:16][C:12]2[N:11]=[C:10]([N:31]3[CH2:35][CH2:34][C@@H:33]([NH:36][C:37]([NH:39][C:40]4[CH:41]=[N:42][CH:43]=[CH:44][CH:45]=4)=[O:38])[CH2:32]3)[N:9]=[C:8]3[C:13]=2[N:14]=[CH:15][N:7]3[C@@H:5]2[CH2:6][C@H:2]([NH:1][C:53](=[O:54])[C@@H:52]([OH:51])[CH3:56])[C@@H:3]([OH:47])[C@H:4]2[OH:46])[CH:26]=[CH:27][CH:28]=[CH:29][CH:30]=1. Given the reactants [NH2:1][C@H:2]1[CH2:6][C@@H:5]([N:7]2[CH:15]=[N:14][C:13]3[C:8]2=[N:9][C:10]([N:31]2[CH2:35][CH2:34][C@@H:33]([NH:36][C:37]([NH:39][C:40]4[CH:41]=[N:42][CH:43]=[CH:44][CH:45]=4)=[O:38])[CH2:32]2)=[N:11][C:12]=3[NH:16][CH2:17][CH:18]([C:25]2[CH:30]=[CH:29][CH:28]=[CH:27][CH:26]=2)[C:19]2[CH:24]=[CH:23][CH:22]=[CH:21][CH:20]=2)[C@H:4]([OH:46])[C@@H:3]1[OH:47].C([O:51][C@@H:52]([CH3:56])[C:53](Cl)=[O:54])(=O)C.C([O-])([O-])=O.[Na+].[Na+].CO, predict the reaction product.